The task is: Predict the reactants needed to synthesize the given product.. This data is from Full USPTO retrosynthesis dataset with 1.9M reactions from patents (1976-2016). (1) Given the product [Cl:26][C:24]1[C:23]([Cl:27])=[CH:22][C:14]2[N:15]([CH2:16][C:32]([OH:31])([CH3:28])[CH3:33])[C:11]([CH2:10][N:8]([CH3:9])[C:6](=[O:7])[O:5][C:1]([CH3:4])([CH3:2])[CH3:3])=[N:12][C:13]=2[CH:25]=1, predict the reactants needed to synthesize it. The reactants are: [C:1]([O:5][C:6]([N:8]([CH2:10][C:11]1[N:15]([CH2:16]C(OCC)=O)[C:14]2[CH:22]=[C:23]([Cl:27])[C:24]([Cl:26])=[CH:25][C:13]=2[N:12]=1)[CH3:9])=[O:7])([CH3:4])([CH3:3])[CH3:2].[CH2:28]1[CH2:32][O:31]CC1.[CH3:33][Mg]Br. (2) Given the product [CH:4]1([O:9][C:10]2[CH:11]=[C:12]([NH:31][CH2:39][CH:40]([CH3:42])[CH3:41])[C:13]3[N:14]([C:16]([C:19]4[CH:24]=[CH:23][C:22]([C:25]([NH:26][CH:27]5[CH2:29][CH2:28]5)=[O:30])=[CH:21][CH:20]=4)=[N:17][N:18]=3)[N:15]=2)[CH2:8][CH2:7][CH2:6][CH2:5]1, predict the reactants needed to synthesize it. The reactants are: ClCCl.[CH:4]1([O:9][C:10]2[CH:11]=[C:12]([N:31]([CH2:39][CH:40]([CH3:42])[CH3:41])C(=O)OC(C)(C)C)[C:13]3[N:14]([C:16]([C:19]4[CH:24]=[CH:23][C:22]([C:25](=[O:30])[NH:26][CH:27]5[CH2:29][CH2:28]5)=[CH:21][CH:20]=4)=[N:17][N:18]=3)[N:15]=2)[CH2:8][CH2:7][CH2:6][CH2:5]1.C(O)(C(F)(F)F)=O.C(=O)([O-])[O-].[K+].[K+]. (3) The reactants are: [C:1]1([CH:7]([NH2:9])[CH3:8])[CH:6]=[CH:5][CH:4]=[CH:3][CH:2]=1.[Cl:10][C:11]1[CH:16]=[CH:15][CH:14]=[CH:13][C:12]=1[CH2:17][N:18]1[C:23](=[O:24])[C:22]([C:25]([NH:27][CH2:28][C:29]([O:31]CC)=[O:30])=[O:26])=[C:21]([OH:34])[C:20]([C:35](OC)=[O:36])=[C:19]1[OH:39]. Given the product [Cl:10][C:11]1[CH:16]=[CH:15][CH:14]=[CH:13][C:12]=1[CH2:17][N:18]1[C:19]([OH:39])=[C:20]([C:35]([NH:9][CH:7]([C:1]2[CH:6]=[CH:5][CH:4]=[CH:3][CH:2]=2)[CH3:8])=[O:36])[C:21]([OH:34])=[C:22]([C:25]([NH:27][CH2:28][C:29]([OH:31])=[O:30])=[O:26])[C:23]1=[O:24], predict the reactants needed to synthesize it. (4) Given the product [CH3:1][O:2][C@H:3]1[CH2:7][NH:6][C@@H:5]([C:16]([OH:18])=[O:17])[CH2:4]1, predict the reactants needed to synthesize it. The reactants are: [CH3:1][O:2][C@H:3]1[CH2:7][N:6](C(OOC(C)(C)C)=O)[C@@H:5]([C:16]([O-:18])=[O:17])[CH2:4]1.Cl. (5) The reactants are: [NH2:1][C@H:2](/[C:29](/[CH3:37])=[CH:30]/[C:31]1[N:32]=[C:33]([CH3:36])[S:34][CH:35]=1)[CH2:3][C@@H:4]1[O:28][C@:5]1([CH3:27])[CH2:6][CH2:7][C:8](=[O:26])[C@H:9]([CH3:25])[C@H:10]([OH:24])[C@@H:11]([CH3:23])[C:12](=[O:22])[C:13]([CH3:21])([CH3:20])[C@@H:14]([OH:19])[CH2:15][C:16]([OH:18])=[O:17].N([C@H](/C(/C)=C/C1N=C(C)SC=1)C[C@@H]1O[C@]1(C)CCC(=O)[C@H](C)[C@H](O)[C@@H](C)C(=O)C(C)(C)[C@@H](O)CC(O)=O)=[N+]=[N-].CP(C)C. Given the product [NH2:1][C@H:2](/[C:29](/[CH3:37])=[CH:30]/[C:31]1[N:32]=[C:33]([CH3:36])[S:34][CH:35]=1)[CH2:3][C@@H:4]1[O:28][CH:15]([C:16]([OH:18])=[O:17])[C@@H:14]([OH:19])[C:13]([CH3:21])([CH3:20])[C:12](=[O:22])[C@H:11]([CH3:23])[C@@H:10]([OH:24])[C@@H:9]([CH3:25])[C:8](=[O:26])[CH2:7][CH2:6][C@H:5]1[CH3:27], predict the reactants needed to synthesize it. (6) The reactants are: [Br:1][C:2]1[CH:7]=[CH:6][C:5]([NH:8][C:9](=O)[C:10]2[CH:15]=[CH:14][C:13]([O:16][CH3:17])=[CH:12][CH:11]=2)=[CH:4][CH:3]=1.COC1C=CC(P2(SP(C3C=CC(OC)=CC=3)(=S)S2)=[S:28])=CC=1. Given the product [Br:1][C:2]1[CH:7]=[CH:6][C:5]([NH:8][C:9](=[S:28])[C:10]2[CH:15]=[CH:14][C:13]([O:16][CH3:17])=[CH:12][CH:11]=2)=[CH:4][CH:3]=1, predict the reactants needed to synthesize it. (7) Given the product [CH2:1]([O:8][C:9]1[CH:10]=[CH:11][C:12]2[C:13]3[N:20]([CH2:21][CH:22]4[CH2:27][CH2:26][O:25][CH2:24][CH2:23]4)[C:28]([CH2:29][CH3:30])=[N:19][C:14]=3[CH:15]=[N:16][C:17]=2[CH:18]=1)[C:2]1[CH:3]=[CH:4][CH:5]=[CH:6][CH:7]=1.[CH2:28]([O:35][C:36]1[CH:45]=[CH:44][C:43]2[N:42]=[CH:41][C:40]3[N:46]=[C:55]([CH2:56][CH3:57])[N:47]([CH2:48][CH:49]4[CH2:54][CH2:53][O:52][CH2:51][CH2:50]4)[C:39]=3[C:38]=2[CH:37]=1)[C:29]1[CH:30]=[CH:31][CH:32]=[CH:33][CH:34]=1, predict the reactants needed to synthesize it. The reactants are: [CH2:1]([O:8][C:9]1[CH:18]=[C:17]2[C:12]([C:13]([NH:20][CH2:21][CH:22]3[CH2:27][CH2:26][O:25][CH2:24][CH2:23]3)=[C:14]([NH2:19])[CH:15]=[N:16]2)=[CH:11][CH:10]=1)[C:2]1[CH:7]=[CH:6][CH:5]=[CH:4][CH:3]=1.[CH2:28]([O:35][C:36]1[CH:37]=[C:38]2[C:43](=[CH:44][CH:45]=1)[N:42]=[CH:41][C:40]([NH2:46])=[C:39]2[NH:47][CH2:48][CH:49]1[CH2:54][CH2:53][O:52][CH2:51][CH2:50]1)[C:29]1[CH:34]=[CH:33][CH:32]=[CH:31][CH:30]=1.[C:55](OCC)(OCC)(OCC)[CH2:56][CH3:57]. (8) Given the product [CH3:1][N:2]([CH2:4][C@H:5]([C:13]1([OH:19])[CH2:18][CH2:17][CH2:16][CH2:15][CH2:14]1)[C:6]1[CH:11]=[CH:10][C:9]([OH:12])=[CH:8][CH:7]=1)[CH3:3].[ClH:20].[CH3:3][N:2]([CH3:1])[CH2:4][CH:5]([C:13]1([OH:19])[CH2:14][CH2:15][CH2:16][CH2:17][CH2:18]1)[C:6]1[CH:11]=[CH:10][C:9]([OH:12])=[CH:8][CH:7]=1, predict the reactants needed to synthesize it. The reactants are: [CH3:1][N:2]([CH2:4][C@H:5]([C:13]1([OH:19])[CH2:18][CH2:17][CH2:16][CH2:15][CH2:14]1)[C:6]1[CH:11]=[CH:10][C:9]([OH:12])=[CH:8][CH:7]=1)[CH3:3].[ClH:20]. (9) Given the product [C:25]([C:9]1[CH:10]=[C:11]([C:13]([O:15][CH3:16])=[O:14])[CH:12]=[C:7]([C:1]2[CH:6]=[CH:5][CH:4]=[CH:3][CH:2]=2)[N:8]=1)#[N:26], predict the reactants needed to synthesize it. The reactants are: [C:1]1([C:7]2[CH:12]=[C:11]([C:13]([O:15][CH3:16])=[O:14])[CH:10]=[C:9](OS(C(F)(F)F)(=O)=O)[N:8]=2)[CH:6]=[CH:5][CH:4]=[CH:3][CH:2]=1.[CH3:25][N:26](C=O)C. (10) The reactants are: [N+:1]([C:4]1[CH:5]=[C:6](F)[CH:7]=[CH:8][C:9]=1[N+:10]([O-:12])=[O:11])([O-:3])=[O:2].[OH:14][CH:15]1[CH2:20][CH2:19][N:18]([CH3:21])[CH2:17][CH2:16]1.[H-].[Na+]. Given the product [N+:1]([C:4]1[CH:5]=[C:6]([CH:7]=[CH:8][C:9]=1[N+:10]([O-:12])=[O:11])[O:14][CH:15]1[CH2:20][CH2:19][N:18]([CH3:21])[CH2:17][CH2:16]1)([O-:3])=[O:2], predict the reactants needed to synthesize it.